This data is from Full USPTO retrosynthesis dataset with 1.9M reactions from patents (1976-2016). The task is: Predict the reactants needed to synthesize the given product. (1) Given the product [CH3:5][C:2]([NH2:1])([CH3:6])[CH2:3][O:4][C:14]1[CH:19]=[CH:18][C:17]([N+:20]([O-:22])=[O:21])=[CH:16][CH:15]=1, predict the reactants needed to synthesize it. The reactants are: [NH2:1][C:2]([CH3:6])([CH3:5])[CH2:3][OH:4].CC(C)([O-])C.[K+].F[C:14]1[CH:19]=[CH:18][C:17]([N+:20]([O-:22])=[O:21])=[CH:16][CH:15]=1.C(OC(C)C)(=O)C. (2) Given the product [CH3:1][O:2][C:3]1[C:11]2[O:10][CH:9]=[CH:8][C:7]=2[C:6](/[CH:12]=[CH:15]/[C:16]([OH:18])=[O:17])=[CH:5][CH:4]=1, predict the reactants needed to synthesize it. The reactants are: [CH3:1][O:2][C:3]1[CH:4]=[CH:5][C:6]([CH:12]=O)=[C:7]2[C:11]=1[O:10][CH:9]=[CH:8]2.C(O)(=O)[CH2:15][C:16]([OH:18])=[O:17].N1CCCCC1.Cl. (3) The reactants are: [Cl:1][C:2]1[CH:7]=[CH:6][C:5]([C:8]2([C:11]([OH:13])=O)[CH2:10][CH2:9]2)=[CH:4][CH:3]=1.C(Cl)CCl.C1C=CC2N(O)N=NC=2C=1.C(N(CC)CC)C.[Cl:35][C:36]1[CH:41]=[CH:40][CH:39]=[CH:38][C:37]=1[S:42]([C@H:45]1[CH2:49][NH:48][C@H:47]([C:50]([O:52][CH3:53])=[O:51])[CH2:46]1)(=[O:44])=[O:43].Cl. Given the product [Cl:1][C:2]1[CH:3]=[CH:4][C:5]([C:8]2([C:11]([N:48]3[CH2:49][C@H:45]([S:42]([C:37]4[CH:38]=[CH:39][CH:40]=[CH:41][C:36]=4[Cl:35])(=[O:44])=[O:43])[CH2:46][C@H:47]3[C:50]([O:52][CH3:53])=[O:51])=[O:13])[CH2:9][CH2:10]2)=[CH:6][CH:7]=1, predict the reactants needed to synthesize it. (4) Given the product [CH3:13][CH2:12][CH:11]([N:6]1[CH:5]=[N:4][C:3]2[C:7]1=[N:8][CH:9]=[N:10][C:2]=2[NH2:21])[CH2:14][CH2:15][CH2:16][CH2:17][CH2:18][CH2:19][CH3:20], predict the reactants needed to synthesize it. The reactants are: Cl[C:2]1[N:10]=[CH:9][N:8]=[C:7]2[C:3]=1[N:4]=[CH:5][N:6]2[CH:11]([CH2:14][CH2:15][CH2:16][CH2:17][CH2:18][CH2:19][CH3:20])[CH2:12][CH3:13].[NH3:21].